Dataset: Catalyst prediction with 721,799 reactions and 888 catalyst types from USPTO. Task: Predict which catalyst facilitates the given reaction. (1) Reactant: [NH2:1][C:2]1[CH:21]=[CH:20][C:5]([CH2:6][C@@H:7]([C:16]([O:18][CH3:19])=[O:17])[NH:8][C:9]([O:11][C:12]([CH3:15])([CH3:14])[CH3:13])=[O:10])=[CH:4][CH:3]=1.C1(N=C=NC2CCCCC2)CCCCC1.[O:37]=[C:38]1[CH:42]=[CH:41][C:40](=[O:43])[N:39]1[CH2:44][CH2:45][CH2:46][CH2:47][CH2:48][C:49]([NH:51][CH2:52][C:53](O)=[O:54])=[O:50]. Product: [C:12]([O:11][C:9]([NH:8][C@H:7]([C:16]([O:18][CH3:19])=[O:17])[CH2:6][C:5]1[CH:4]=[CH:3][C:2]([NH:1][C:53](=[O:54])[CH2:52][NH:51][C:49](=[O:50])[CH2:48][CH2:47][CH2:46][CH2:45][CH2:44][N:39]2[C:38](=[O:37])[CH:42]=[CH:41][C:40]2=[O:43])=[CH:21][CH:20]=1)=[O:10])([CH3:13])([CH3:14])[CH3:15]. The catalyst class is: 9. (2) Reactant: [CH3:1][C:2]1[N:7]=[C:6]([Cl:8])[CH:5]=[C:4]([N:9]2[CH2:14][CH2:13][O:12][CH2:11][CH2:10]2)[N:3]=1.C([Li])CCC.[CH3:20][C:21]1([O:24][CH2:23]1)[CH3:22]. Product: [Cl:8][C:6]1[CH:5]=[C:4]([N:9]2[CH2:10][CH2:11][O:12][CH2:13][CH2:14]2)[N:3]=[C:2]([CH2:1][CH2:20][C:21]([CH3:23])([OH:24])[CH3:22])[N:7]=1. The catalyst class is: 7. (3) Reactant: Cl[C:2]1[CH:7]=[CH:6][N:5]=[C:4]2[NH:8][CH:9]=[CH:10][C:3]=12.[I-:11].[Na+].C(#N)C.[C:16](Cl)(=[O:18])[CH3:17]. Product: [I:11][C:2]1[CH:7]=[CH:6][N:5]=[C:4]2[N:8]([C:16](=[O:18])[CH3:17])[CH:9]=[CH:10][C:3]=12. The catalyst class is: 238.